This data is from Forward reaction prediction with 1.9M reactions from USPTO patents (1976-2016). The task is: Predict the product of the given reaction. (1) Given the reactants C(OC(=O)[NH:7][C@H:8]1[CH2:13][CH2:12][CH2:11][CH2:10][C@H:9]1[NH:14][C:15]1[N:16]=[CH:17][C:18]2[C:24]([CH:25]([F:27])[F:26])=[N:23][CH:22]=[C:21]([C:28]3[CH:29]=[N:30][N:31]([CH3:33])[CH:32]=3)[C:19]=2[N:20]=1)(C)(C)C.Cl, predict the reaction product. The product is: [F:27][CH:25]([F:26])[C:24]1[C:18]2[CH:17]=[N:16][C:15]([NH:14][C@@H:9]3[CH2:10][CH2:11][CH2:12][CH2:13][C@@H:8]3[NH2:7])=[N:20][C:19]=2[C:21]([C:28]2[CH:29]=[N:30][N:31]([CH3:33])[CH:32]=2)=[CH:22][N:23]=1. (2) Given the reactants [NH:1]1[C:5]2[CH:6]=[CH:7][CH:8]=[CH:9][C:4]=2[N:3]=[C:2]1[CH:10]([O:19][CH:20]1[CH2:25][CH2:24][N:23]([CH3:26])[CH2:22][CH2:21]1)[C:11]1[CH:12]=[C:13]([CH:16]=[CH:17][CH:18]=1)[CH:14]=O.[NH:27]1[CH2:33][C:31](=[O:32])[NH:30][C:28]1=S.[NH:34]1CCCCC1, predict the reaction product. The product is: [NH:3]1[C:4]2[CH:9]=[CH:8][CH:7]=[CH:6][C:5]=2[N:1]=[C:2]1[CH:10]([O:19][CH:20]1[CH2:25][CH2:24][N:23]([CH3:26])[CH2:22][CH2:21]1)[C:11]1[CH:12]=[C:13]([CH:16]=[CH:17][CH:18]=1)[CH:14]=[C:33]1[NH:27][C:28](=[NH:34])[NH:30][C:31]1=[O:32]. (3) Given the reactants [OH:1][C:2]1[CH:3]=[C:4]([CH:8]=[CH:9][C:10]=1[CH3:11])[C:5]([OH:7])=[O:6].S(=O)(=O)(O)O.[CH3:17]O, predict the reaction product. The product is: [OH:1][C:2]1[CH:3]=[C:4]([CH:8]=[CH:9][C:10]=1[CH3:11])[C:5]([O:7][CH3:17])=[O:6]. (4) Given the reactants [CH3:1][O:2][C:3]1[CH:8]=[CH:7][C:6]([CH2:9][C:10]([CH3:15])([N+:12]([O-])=O)[CH3:11])=[C:5]([N+:16]([O-])=O)[CH:4]=1, predict the reaction product. The product is: [NH2:12][C:10]([CH3:15])([CH3:11])[CH2:9][C:6]1[CH:7]=[CH:8][C:3]([O:2][CH3:1])=[CH:4][C:5]=1[NH2:16]. (5) Given the reactants C(N(CC)CC)C.[CH3:8][N:9]1[C:17]2[C:12](=[CH:13][CH:14]=[CH:15][CH:16]=2)[C:11]([CH:18]=[O:19])=[N:10]1.[CH:20](=[N:27][C:28]1[CH:33]=[N:32][CH:31]=[C:30]([O:34][CH3:35])[N:29]=1)[C:21]1[CH:26]=[CH:25][CH:24]=[CH:23][CH:22]=1, predict the reaction product. The product is: [CH3:35][O:34][C:30]1[N:29]=[C:28]([NH:27][CH:20]([C:21]2[CH:26]=[CH:25][CH:24]=[CH:23][CH:22]=2)[C:18]([C:11]2[C:12]3[C:17](=[CH:16][CH:15]=[CH:14][CH:13]=3)[N:9]([CH3:8])[N:10]=2)=[O:19])[CH:33]=[N:32][CH:31]=1.